The task is: Predict the product of the given reaction.. This data is from Forward reaction prediction with 1.9M reactions from USPTO patents (1976-2016). (1) Given the reactants C[O:2][C:3](=[O:15])[C:4]1[CH:9]=[C:8]([CH2:10][CH3:11])[C:7]([O:12][CH3:13])=[N:6][C:5]=1[CH3:14].[OH-].[Na+].Cl.C(=O)([O-])O.[Na+], predict the reaction product. The product is: [CH2:10]([C:8]1[C:7]([O:12][CH3:13])=[N:6][C:5]([CH3:14])=[C:4]([CH:9]=1)[C:3]([OH:15])=[O:2])[CH3:11]. (2) Given the reactants [Cl:1][C:2]1[N:6]2[CH:7]=[C:8]([C:15]3[CH:19]=[CH:18][O:17][CH:16]=3)[CH:9]=[C:10]([C:11]([F:14])([F:13])[F:12])[C:5]2=[N:4][C:3]=1[C:20]([OH:22])=O.[CH3:23][C@@H:24]1[O:28][C:27](=[O:29])[N:26]([CH:30]2[CH2:35][CH2:34][NH:33][CH2:32][CH2:31]2)[CH2:25]1.CCN(C(C)C)C(C)C.CN(C(ON1N=NC2C=CC=NC1=2)=[N+](C)C)C.F[P-](F)(F)(F)(F)F, predict the reaction product. The product is: [Cl:1][C:2]1[N:6]2[CH:7]=[C:8]([C:15]3[CH:19]=[CH:18][O:17][CH:16]=3)[CH:9]=[C:10]([C:11]([F:13])([F:12])[F:14])[C:5]2=[N:4][C:3]=1[C:20]([N:33]1[CH2:32][CH2:31][CH:30]([N:26]2[CH2:25][C@H:24]([CH3:23])[O:28][C:27]2=[O:29])[CH2:35][CH2:34]1)=[O:22]. (3) The product is: [ClH:1].[NH:2]1[CH2:7][CH2:6][CH:5]([C:8]2([C:9]([NH2:10])=[O:24])[CH2:18][CH2:17][CH2:16][CH2:15][CH2:14]2)[CH2:4][CH2:3]1. Given the reactants [ClH:1].[N:2]1[CH:7]=[CH:6][C:5]([CH2:8][C:9]#[N:10])=[CH:4][CH:3]=1.[H-].[Na+].Br[CH2:14][CH2:15][CH2:16][CH2:17][CH2:18]Br.CN(C=[O:24])C, predict the reaction product.